This data is from Full USPTO retrosynthesis dataset with 1.9M reactions from patents (1976-2016). The task is: Predict the reactants needed to synthesize the given product. (1) Given the product [CH2:12]([N:19]1[C:4](=[O:6])[C:3]2[C:2](=[CH:10][C:9]([Cl:11])=[CH:8][CH:7]=2)[N:1]=[C:20]1[CH3:21])[C:13]1[CH:18]=[CH:17][CH:16]=[CH:15][CH:14]=1, predict the reactants needed to synthesize it. The reactants are: [NH2:1][C:2]1[CH:10]=[C:9]([Cl:11])[CH:8]=[CH:7][C:3]=1[C:4]([OH:6])=O.[CH2:12]([NH:19][C:20](=O)[CH3:21])[C:13]1[CH:18]=[CH:17][CH:16]=[CH:15][CH:14]=1. (2) Given the product [CH3:25][C:24]1[CH:23]=[C:22]([CH3:26])[NH:21][C:20](=[O:27])[C:19]=1[CH2:18][NH:17][C:15]([C:4]1[C:5]2[C:6]([CH3:14])=[N:7][N:8]([CH:11]([CH3:13])[CH3:12])[C:9]=2[CH:10]=[C:2]([C:37]2[CH:38]=[CH:39][CH:40]=[C:35]([N:32]3[CH2:31][CH2:30][N:29]([CH3:28])[CH2:34][CH2:33]3)[N:36]=2)[CH:3]=1)=[O:16], predict the reactants needed to synthesize it. The reactants are: Br[C:2]1[CH:3]=[C:4]([C:15]([NH:17][CH2:18][C:19]2[C:20](=[O:27])[NH:21][C:22]([CH3:26])=[CH:23][C:24]=2[CH3:25])=[O:16])[C:5]2[C:6]([CH3:14])=[N:7][N:8]([CH:11]([CH3:13])[CH3:12])[C:9]=2[CH:10]=1.[CH3:28][N:29]1[CH2:34][CH2:33][N:32]([C:35]2[CH:40]=[C:39](B3OC(C)(C)C(C)(C)O3)[CH:38]=[CH:37][N:36]=2)[CH2:31][CH2:30]1.C([O-])([O-])=O.[Na+].[Na+]. (3) Given the product [Cl:1][C:2]1[CH:7]=[CH:6][C:5]([C:8]2[O:12][C:11]([C:13]3[CH:18]=[CH:17][C:16]([O:19][CH2:20][CH2:21][N:22]([CH3:23])[CH3:24])=[CH:15][CH:14]=3)=[CH:10][C:9]=2[C:25]2[CH:30]=[CH:29][N:28]=[CH:27][CH:26]=2)=[CH:4][C:3]=1[O:32][CH3:33], predict the reactants needed to synthesize it. The reactants are: [Cl:1][C:2]1[CH:7]=[CH:6][C:5]([C:8](=O)[CH:9]([C:25]2[CH:30]=[CH:29][N:28]=[CH:27][CH:26]=2)[CH2:10][C:11]([C:13]2[CH:18]=[CH:17][C:16]([O:19][CH2:20][CH2:21][N:22]([CH3:24])[CH3:23])=[CH:15][CH:14]=2)=[O:12])=[CH:4][C:3]=1[O:32][CH3:33].O=P12OP3(OP(OP(O3)(O1)=O)(=O)O2)=O.C(=O)([O-])O.[Na+]. (4) Given the product [OH:4][C@H:5]([CH3:30])[CH2:6][CH2:7][CH2:8][CH2:9][N:10]1[C:19](=[O:20])[C:18]2[NH:17][C:16]([NH:25][CH2:26][CH2:27][Cl:33])=[N:15][C:14]=2[N:13]([CH3:29])[C:11]1=[O:12], predict the reactants needed to synthesize it. The reactants are: C([O:4][C@H:5]([CH3:30])[CH2:6][CH2:7][CH2:8][CH2:9][N:10]1[C:19](=[O:20])[C:18]2[N:17](COCC)[C:16]([NH:25][CH2:26][CH2:27]O)=[N:15][C:14]=2[N:13]([CH3:29])[C:11]1=[O:12])(=O)C.S(Cl)([Cl:33])=O.